From a dataset of Blood-brain barrier permeability classification from the B3DB database. Regression/Classification. Given a drug SMILES string, predict its absorption, distribution, metabolism, or excretion properties. Task type varies by dataset: regression for continuous measurements (e.g., permeability, clearance, half-life) or binary classification for categorical outcomes (e.g., BBB penetration, CYP inhibition). Dataset: b3db_classification. (1) The compound is CO[C@@]12[C@H](COC(N)=O)C3=C(C(=O)C(C)=C(N)C3=O)N1C[C@H]1N[C@H]12. The result is 0 (does not penetrate BBB). (2) The molecule is COC(=O)C[C@H](c1ccccc1)c1c(O)cc(C)oc1=O. The result is 1 (penetrates BBB). (3) The drug is C[C@@H]1C[C@H]2[C@@H]3CCC4=CC(=O)C=C[C@]4(C)[C@@]3(F)[C@@H](O)C[C@]2(C)[C@H]1C(=O)CO. The result is 1 (penetrates BBB). (4) The compound is CN(C)[C@H]1C(=O)C(C(N)=O)=C(O)[C@@]2(O)C(=O)C3=C(O)c4c(O)cccc4[C@@](C)(O)[C@H]3[C@H](O)[C@@H]12. The result is 0 (does not penetrate BBB). (5) The molecule is O=C(Cc1ccc(Cl)c(Cl)c1)N1CCN(CCO)C[C@@H]1CN1CC[C@@H](O)C1. The result is 0 (does not penetrate BBB). (6) The molecule is Nc1ncn(C2OC(CO)C(O)C2O)c(=O)n1. The result is 0 (does not penetrate BBB).